This data is from M1 muscarinic receptor agonist screen with 61,833 compounds. The task is: Binary Classification. Given a drug SMILES string, predict its activity (active/inactive) in a high-throughput screening assay against a specified biological target. The compound is FC(F)(F)C1(NC(=O)CCCC)c2c(NC1=O)n(Cc1occc1)c(=O)[nH]c2=O. The result is 0 (inactive).